This data is from Forward reaction prediction with 1.9M reactions from USPTO patents (1976-2016). The task is: Predict the product of the given reaction. (1) Given the reactants [CH3:1][O:2][C:3]1[CH:14]=[CH:13][C:6]2[C:7]([C:10]([OH:12])=[O:11])=[CH:8][S:9][C:5]=2[CH:4]=1.S(Cl)(Cl)=O.[CH3:19]O, predict the reaction product. The product is: [CH3:1][O:2][C:3]1[CH:14]=[CH:13][C:6]2[C:7]([C:10]([O:12][CH3:19])=[O:11])=[CH:8][S:9][C:5]=2[CH:4]=1. (2) Given the reactants [C:1]([O:5][C:6](=[O:12])[CH2:7][CH2:8][C:9]([OH:11])=[O:10])([CH3:4])([CH3:3])[CH3:2].C(OC(=O)[CH2:19][C@@H:20]([C:27](N1[C@H](C)[C@H](C2C=CC=CC=2)OC1=O)=O)[CH2:21][C@H:22](C)[CH2:23]CC)(C)(C)C.[Li+].[OH-].OO.S(=O)(O)[O-].[Na+].S([O-])([O-])=O.[Na+].[Na+], predict the reaction product. The product is: [C:1]([O:5][C:6](=[O:12])[CH2:7][C@H:8]([CH2:19][C@H:20]([CH3:27])[CH2:21][CH2:22][CH3:23])[C:9]([OH:11])=[O:10])([CH3:4])([CH3:2])[CH3:3]. (3) The product is: [NH2:1][C:4]1[CH:5]=[CH:6][C:7]([C:10]2[CH:11]=[CH:12][C:13]([O:16][CH2:17][CH2:18][O:19][CH2:20][CH2:21][C:22]([O:24][C:25]([CH3:28])([CH3:27])[CH3:26])=[O:23])=[N:14][CH:15]=2)=[CH:8][CH:9]=1. Given the reactants [N+:1]([C:4]1[CH:9]=[CH:8][C:7]([C:10]2[CH:11]=[CH:12][C:13]([O:16][CH2:17][CH2:18][O:19][CH2:20][CH2:21][C:22]([O:24][C:25]([CH3:28])([CH3:27])[CH3:26])=[O:23])=[N:14][CH:15]=2)=[CH:6][CH:5]=1)([O-])=O.[H][H], predict the reaction product. (4) Given the reactants [CH2:1]([C:3]1[CH:8]=[C:7]([CH3:9])[CH:6]=[C:5]([CH2:10][CH3:11])[C:4]=1[C:12](=[O:24])[C:13]([NH:15][N:16]=[CH:17][C:18]1[CH:23]=[CH:22][CH:21]=[CH:20][CH:19]=1)=[O:14])[CH3:2].S(OC)(O[CH3:29])(=O)=O.C(=O)([O-])[O-].[K+].[K+], predict the reaction product. The product is: [CH2:1]([C:3]1[CH:8]=[C:7]([CH3:9])[CH:6]=[C:5]([CH2:10][CH3:11])[C:4]=1[C:12](=[O:24])[C:13]([N:15]([CH3:29])[N:16]=[CH:17][C:18]1[CH:19]=[CH:20][CH:21]=[CH:22][CH:23]=1)=[O:14])[CH3:2]. (5) Given the reactants [N:1]1[CH:6]=[CH:5][C:4]([CH2:7][C:8]([C:10]2[CH:19]=[CH:18][C:17]3[C:12](=[CH:13][CH:14]=[CH:15][CH:16]=3)[CH:11]=2)=[O:9])=[CH:3][CH:2]=1.[H-].[Na+].Br[CH2:23][C:24]([O:26][CH2:27][CH3:28])=[O:25].[Cl-].[NH4+], predict the reaction product. The product is: [N:1]1[CH:6]=[CH:5][C:4]([CH:7]([C:8]([C:10]2[CH:19]=[CH:18][C:17]3[C:12](=[CH:13][CH:14]=[CH:15][CH:16]=3)[CH:11]=2)=[O:9])[CH2:23][C:24]([O:26][CH2:27][CH3:28])=[O:25])=[CH:3][CH:2]=1. (6) Given the reactants CC1C=CC(S(O[CH2:12][CH:13]2[CH2:17][C:16]3[CH:18]=[C:19]([Cl:30])[CH:20]=[C:21]([C:22]4[CH:27]=[CH:26][C:25]([F:28])=[CH:24][C:23]=4[F:29])[C:15]=3[O:14]2)(=O)=O)=CC=1.[CH3:31][NH2:32], predict the reaction product. The product is: [Cl:30][C:19]1[CH:20]=[C:21]([C:22]2[CH:27]=[CH:26][C:25]([F:28])=[CH:24][C:23]=2[F:29])[C:15]2[O:14][CH:13]([CH2:12][NH:32][CH3:31])[CH2:17][C:16]=2[CH:18]=1. (7) Given the reactants [OH:1][C@H:2]1[CH2:6][CH2:5][C@H:4]([NH:7]C(=O)OCC2C=CC=CC=2)[C:3]1([CH3:19])[CH3:18], predict the reaction product. The product is: [NH2:7][C@H:4]1[CH2:5][CH2:6][C@H:2]([OH:1])[C:3]1([CH3:19])[CH3:18]. (8) Given the reactants [OH:1][CH2:2][C:3]([CH3:9])([CH3:8])[C:4]([O:6][CH3:7])=[O:5].[S:10](Cl)([C:13]1[CH:19]=[CH:18][C:16]([CH3:17])=[CH:15][CH:14]=1)(=[O:12])=[O:11], predict the reaction product. The product is: [CH3:8][C:3]([CH3:9])([CH2:2][O:1][S:10]([C:13]1[CH:19]=[CH:18][C:16]([CH3:17])=[CH:15][CH:14]=1)(=[O:12])=[O:11])[C:4]([O:6][CH3:7])=[O:5]. (9) The product is: [Cl:26][C:22]1[CH:23]=[CH:24][C:25]2[N:16]([CH2:15][CH2:14][CH2:13][NH:12][CH2:6][C:2]3[NH:1][CH:5]=[CH:4][N:3]=3)[C:17](=[O:31])[C:18]3=[C:29]([CH3:30])[NH:28][N:27]=[C:19]3[C:20]=2[CH:21]=1. Given the reactants [NH:1]1[CH:5]=[CH:4][N:3]=[C:2]1[CH:6]=O.[BH3-]C#N.[Na+].[NH2:12][CH2:13][CH2:14][CH2:15][N:16]1[C:25]2[CH:24]=[CH:23][C:22]([Cl:26])=[CH:21][C:20]=2[C:19]2=[N:27][NH:28][C:29]([CH3:30])=[C:18]2[C:17]1=[O:31], predict the reaction product. (10) Given the reactants [CH:1]1([N:4]2[C:8]([N:9]3[CH2:15][CH2:14][CH2:13][C@@H:12]([NH:16][C:17](=[O:22])[C:18]([F:21])([F:20])[F:19])[CH2:11][CH2:10]3)=[C:7]([N+:23]([O-])=O)[CH:6]=[N:5]2)[CH2:3][CH2:2]1.[C:26]([O:30][C:31]([NH:33][C:34]1[S:38][C:37]([C:39]2[CH:44]=[CH:43][CH:42]=[CH:41][C:40]=2[F:45])=[N:36][C:35]=1[C:46](O)=[O:47])=[O:32])([CH3:29])([CH3:28])[CH3:27], predict the reaction product. The product is: [F:45][C:40]1[CH:41]=[CH:42][CH:43]=[CH:44][C:39]=1[C:37]1[S:38][C:34]([NH:33][C:31](=[O:32])[O:30][C:26]([CH3:28])([CH3:27])[CH3:29])=[C:35]([C:46](=[O:47])[NH:23][C:7]2[CH:6]=[N:5][N:4]([CH:1]3[CH2:3][CH2:2]3)[C:8]=2[N:9]2[CH2:15][CH2:14][CH2:13][C@@H:12]([NH:16][C:17](=[O:22])[C:18]([F:21])([F:20])[F:19])[CH2:11][CH2:10]2)[N:36]=1.